From a dataset of Catalyst prediction with 721,799 reactions and 888 catalyst types from USPTO. Predict which catalyst facilitates the given reaction. (1) Reactant: C([NH:9][C:10]([NH:12][C:13]1[C:18]([O:19][CH2:20][C:21]2[CH:26]=[CH:25][CH:24]=[CH:23][CH:22]=2)=[N:17][C:16]([Br:27])=[CH:15][N:14]=1)=[S:11])(=O)C1C=CC=CC=1.C(=O)([O-])[O-].[K+].[K+]. Product: [CH2:20]([O:19][C:18]1[C:13]([NH:12][C:10]([NH2:9])=[S:11])=[N:14][CH:15]=[C:16]([Br:27])[N:17]=1)[C:21]1[CH:22]=[CH:23][CH:24]=[CH:25][CH:26]=1. The catalyst class is: 8. (2) Reactant: [NH2:1][C:2]1[C:7]([C:8]([O:10][CH3:11])=[O:9])=[C:6]([O:12][CH2:13][C@H:14]2[CH2:18][CH2:17][CH2:16][NH:15]2)[C:5](Br)=[CH:4][CH:3]=1.C1(P(C2C=CC=CC=2)C2C=CC3C(=CC=CC=3)C=2C2C3C(=CC=CC=3)C=CC=2P(C2C=CC=CC=2)C2C=CC=CC=2)C=CC=CC=1.C(=O)([O-])[O-].[Cs+].[Cs+]. Product: [NH2:1][C:2]1[C:7]([C:8]([O:10][CH3:11])=[O:9])=[C:6]2[O:12][CH2:13][C@H:14]3[CH2:18][CH2:17][CH2:16][N:15]3[C:5]2=[CH:4][CH:3]=1. The catalyst class is: 164. (3) Reactant: [F:1][C:2]([F:14])([S:10]([O-:13])(=[O:12])=[O:11])[CH2:3][O:4][C:5](=[O:9])[C:6]([CH3:8])=[CH2:7].C([NH+](CC)CC)C.[Br-].[C:23]1([C:29]2[C:37]3[C:36]4[CH:38]=[CH:39][CH:40]=[CH:41][C:35]=4[SH+:34][C:33]=3[CH:32]=[CH:31][CH:30]=2)[CH:28]=[CH:27][CH:26]=[CH:25][CH:24]=1. Product: [F:14][C:2]([F:1])([S:10]([O-:13])(=[O:12])=[O:11])[CH2:3][O:4][C:5](=[O:9])[C:6]([CH3:8])=[CH2:7].[C:23]1([C:29]2[C:37]3[C:36]4[CH:38]=[CH:39][CH:40]=[CH:41][C:35]=4[SH+:34][C:33]=3[CH:32]=[CH:31][CH:30]=2)[CH:24]=[CH:25][CH:26]=[CH:27][CH:28]=1. The catalyst class is: 4. (4) Reactant: CN(C)C=O.Br[C:7]1[C:8]([F:18])=[C:9]([CH:12]=[C:13]([CH2:15][CH2:16][CH3:17])[CH:14]=1)[C:10]#[N:11].C(N(C(C)C)CC)(C)C.[CH:28]([C:30]1[CH:35]=[CH:34][N:33]=[CH:32][CH:31]=1)=[CH2:29]. Product: [F:18][C:8]1[C:7](/[CH:29]=[CH:28]/[C:30]2[CH:35]=[CH:34][N:33]=[CH:32][CH:31]=2)=[CH:14][C:13]([CH2:15][CH2:16][CH3:17])=[CH:12][C:9]=1[C:10]#[N:11]. The catalyst class is: 535. (5) Reactant: [O:1]=[C:2]1[CH2:11][C:10]2([CH2:14][C:15]([O:17][CH2:18][CH3:19])=[O:16])[CH2:12][NH:13][C:8]3[C:9]2=[C:4]([CH:5]=[CH:6][CH:7]=3)[NH:3]1.C(N(CC)CC)C.[C:27](O[C:27]([O:29][C:30]([CH3:33])([CH3:32])[CH3:31])=[O:28])([O:29][C:30]([CH3:33])([CH3:32])[CH3:31])=[O:28]. Product: [CH2:18]([O:17][C:15](=[O:16])[CH2:14][C:10]12[CH2:12][N:13]([C:27]([O:29][C:30]([CH3:33])([CH3:32])[CH3:31])=[O:28])[C:8]3[C:9]1=[C:4]([CH:5]=[CH:6][CH:7]=3)[NH:3][C:2](=[O:1])[CH2:11]2)[CH3:19]. The catalyst class is: 2. (6) Reactant: [CH3:1][NH:2][C:3]1[O:4][CH:5]=[C:6]([C:8]2[CH:15]=[CH:14][C:11]([C:12]#[N:13])=[CH:10][CH:9]=2)[N:7]=1.[C:16]([O:20][C:21](O[C:21]([O:20][C:16]([CH3:19])([CH3:18])[CH3:17])=[O:22])=[O:22])([CH3:19])([CH3:18])[CH3:17].[BH4-].[Na+]. Product: [C:16]([O:20][C:21]([NH:13][CH2:12][C:11]1[CH:14]=[CH:15][C:8]([C:6]2[N:7]=[C:3]([NH:2][CH3:1])[O:4][CH:5]=2)=[CH:9][CH:10]=1)=[O:22])([CH3:19])([CH3:18])[CH3:17]. The catalyst class is: 652. (7) Reactant: [NH2:1][C:2]1[C:3]2[CH:14]=[C:13]([C:15]([F:18])([F:17])[F:16])[CH:12]=[CH:11][C:4]=2[S:5][C:6]=1[C:7]([O:9][CH3:10])=[O:8].[C:19](Cl)(=[O:21])[CH3:20].C(N(CC)CC)C. Product: [C:19]([NH:1][C:2]1[C:3]2[CH:14]=[C:13]([C:15]([F:18])([F:16])[F:17])[CH:12]=[CH:11][C:4]=2[S:5][C:6]=1[C:7]([O:9][CH3:10])=[O:8])(=[O:21])[CH3:20]. The catalyst class is: 7. (8) Reactant: I[C:2]1[CH:8]=[C:7]([O:9][CH3:10])[CH:6]=[CH:5][C:3]=1[NH2:4].C([Sn](CCCC)(CCCC)[C:16]1[O:17][CH:18]=[CH:19][CH:20]=1)CCC. Product: [O:17]1[CH:18]=[CH:19][CH:20]=[C:16]1[C:2]1[CH:8]=[C:7]([O:9][CH3:10])[CH:6]=[CH:5][C:3]=1[NH2:4]. The catalyst class is: 77. (9) Reactant: Cl[C:2]1[N:3]=[CH:4][C:5]([C:8]([O:10]C)=[O:9])=[N:6][CH:7]=1.[F:12][C:13]([F:18])([F:17])[CH2:14][CH2:15][OH:16].C[C:20](C)([O-:22])C.[K+].[OH-].[Li+]. Product: [F:12][C:13]([F:18])([F:17])[CH2:14][CH2:15][O:16][C:2]1[N:3]=[CH:4][C:5]([C:8]([OH:10])=[O:9])=[N:6][CH:7]=1.[CH3:20][O:22][C:2]1[N:3]=[CH:4][C:5]([C:8]([OH:10])=[O:9])=[N:6][CH:7]=1. The catalyst class is: 6.